From a dataset of Peptide-MHC class I binding affinity with 185,985 pairs from IEDB/IMGT. Regression. Given a peptide amino acid sequence and an MHC pseudo amino acid sequence, predict their binding affinity value. This is MHC class I binding data. The peptide sequence is LVSSGNTLY. The MHC is HLA-B44:02 with pseudo-sequence HLA-B44:02. The binding affinity (normalized) is 0.213.